The task is: Predict the reaction yield, written as a fraction of the theoretical maximum amount of product (1.0 means a 100% yield; for example, 0.34 means a 34% yield).. This data is from Reaction yield outcomes from USPTO patents with 853,638 reactions. (1) The product is [C:1]([C:5]1[CH:6]=[C:7]2[C:12](=[C:13]([F:15])[CH:14]=1)[C:11](=[O:16])[N:10]([C:17]1[C:18]([CH2:19][OH:20])=[C:21]([C:25]3[CH:30]=[C:29]([NH:31][C:32]4[CH:36]=[C:35]([CH2:37][CH3:38])[O:34][N:33]=4)[C:28](=[O:39])[N:27]([CH3:40])[CH:26]=3)[CH:22]=[CH:23][N:24]=1)[N:9]=[CH:8]2)([CH3:3])([CH3:2])[CH3:4]. The reactants are [C:1]([C:5]1[CH:6]=[C:7]2[C:12](=[C:13]([F:15])[CH:14]=1)[C:11](=[O:16])[N:10]([C:17]1[N:24]=[CH:23][CH:22]=[C:21]([C:25]3[CH:30]=[C:29]([NH:31][C:32]4[CH:36]=[C:35]([CH2:37][CH3:38])[O:34][N:33]=4)[C:28](=[O:39])[N:27]([CH3:40])[CH:26]=3)[C:18]=1[CH:19]=[O:20])[N:9]=[CH:8]2)([CH3:4])([CH3:3])[CH3:2].[BH4-].[Na+]. The yield is 0.370. The catalyst is ClCCl.CO. (2) The reactants are CC1(C)C(C)(C)OB([C:9]2[CH:10]=[C:11]3[C:16](=[CH:17][CH:18]=2)[N:15]=[CH:14][CH:13]=[CH:12]3)O1.Br[C:21]1[CH:22]=[C:23]([NH2:28])[C:24]([Cl:27])=[N:25][CH:26]=1.C(=O)([O-])[O-].[K+].[K+].C(OCC)(=O)C. The product is [Cl:27][C:24]1[C:23]([NH2:28])=[CH:22][C:21]([C:9]2[CH:10]=[C:11]3[C:16](=[CH:17][CH:18]=2)[N:15]=[CH:14][CH:13]=[CH:12]3)=[CH:26][N:25]=1. The catalyst is O1CCOCC1.O.C1(P(C2C=CC=CC=2)C2C=CC=CC=2)C=CC=CC=1.C1(P(C2C=CC=CC=2)C2C=CC=CC=2)C=CC=CC=1.C1(P(C2C=CC=CC=2)C2C=CC=CC=2)C=CC=CC=1.C1(P(C2C=CC=CC=2)C2C=CC=CC=2)C=CC=CC=1.[Pd]. The yield is 0.531. (3) The reactants are [OH:1][C@@H:2]([CH:6]([CH3:8])[CH3:7])[C:3]([OH:5])=[O:4].O1[B:14]([C@@H:15]([NH:20][C:21](=[O:34])[CH2:22][NH:23][C:24](=[O:33])[C:25]2[CH:30]=[C:29]([Cl:31])[CH:28]=[CH:27][C:26]=2[Cl:32])[CH2:16][CH:17]([CH3:19])[CH3:18])O[B:14]([C@@H:15]([NH:20][C:21](=[O:34])[CH2:22][NH:23][C:24](=[O:33])[C:25]2[CH:30]=[C:29]([Cl:31])[CH:28]=[CH:27][C:26]=2[Cl:32])[CH2:16][CH:17]([CH3:19])[CH3:18])O[B:14]1[C@@H:15]([NH:20][C:21](=[O:34])[CH2:22][NH:23][C:24](=[O:33])[C:25]1[CH:30]=[C:29]([Cl:31])[CH:28]=[CH:27][C:26]=1[Cl:32])[CH2:16][CH:17]([CH3:19])[CH3:18]. The catalyst is CCOC(C)=O. The product is [Cl:32][C:26]1[CH:27]=[CH:28][C:29]([Cl:31])=[CH:30][C:25]=1[C:24]([NH:23][CH2:22][C:21]([NH:20][C@H:15]([B:14]1[O:1][C@@H:2]([CH:6]([CH3:8])[CH3:7])[C:3](=[O:5])[O:4]1)[CH2:16][CH:17]([CH3:19])[CH3:18])=[O:34])=[O:33]. The yield is 0.990. (4) The reactants are Cl.[NH2:2][C:3](=[O:34])[C:4]([NH:7][C:8](=[O:33])[C:9]1[CH:14]=[CH:13][CH:12]=[C:11]([C:15]2[C:24]3[C:19](=[CH:20][C:21]([OH:30])=[C:22]4[O:27][C:26]([CH3:29])([CH3:28])[CH2:25][C:23]4=3)[CH2:18][C:17]([CH3:32])([CH3:31])[N:16]=2)[CH:10]=1)([CH3:6])[CH3:5].C(=O)([O-])[O-].[K+].[K+].Br[CH2:42][CH2:43][F:44]. The catalyst is CN(C)C=O. The product is [NH2:2][C:3](=[O:34])[C:4]([NH:7][C:8](=[O:33])[C:9]1[CH:14]=[CH:13][CH:12]=[C:11]([C:15]2[C:24]3[C:19](=[CH:20][C:21]([O:30][CH2:42][CH2:43][F:44])=[C:22]4[O:27][C:26]([CH3:28])([CH3:29])[CH2:25][C:23]4=3)[CH2:18][C:17]([CH3:32])([CH3:31])[N:16]=2)[CH:10]=1)([CH3:6])[CH3:5]. The yield is 0.420. (5) The reactants are [C:1]([C:3]12[CH2:12][CH:7]3[CH2:8][CH:9]([CH2:11][CH:5]([N:6]3C(OC(C)(C)C)=O)[CH2:4]1)[CH2:10]2)#[N:2].FC(F)(F)C(O)=O. The catalyst is C(Cl)Cl. The product is [CH:7]12[CH2:12][C:3]3([C:1]#[N:2])[CH2:10][CH:9]([CH2:11][CH:5]([CH2:4]3)[NH:6]1)[CH2:8]2. The yield is 0.970.